From a dataset of Forward reaction prediction with 1.9M reactions from USPTO patents (1976-2016). Predict the product of the given reaction. (1) The product is: [OH:14][C:8]1[CH:7]=[CH:6][C:5]2[O:1][C:2](=[O:10])[NH:3][C:4]=2[CH:9]=1. Given the reactants [O:1]1[C:5]2[CH:6]=[CH:7][CH:8]=[CH:9][C:4]=2[NH:3][C:2]1=[O:10].FC(F)(F)C(O)=[O:14], predict the reaction product. (2) Given the reactants [CH:1]1([C:5]2[N:10]([C:11]3[CH:16]=[CH:15][CH:14]=[CH:13][CH:12]=3)[C:9](=[O:17])[CH:8]=[C:7]([NH:18][C:19]3[CH:28]=[CH:27][CH:26]=[CH:25][C:20]=3[C:21]([O:23]C)=O)[CH:6]=2)[CH2:4][CH2:3][CH2:2]1.C(=O)(O)[O-].[K+].CC(OC)(C)C.CO, predict the reaction product. The product is: [CH:1]1([C:5]2[N:10]([C:11]3[CH:12]=[CH:13][CH:14]=[CH:15][CH:16]=3)[C:9](=[O:17])[C:8]3[C:21](=[O:23])[C:20]4[CH:25]=[CH:26][CH:27]=[CH:28][C:19]=4[NH:18][C:7]=3[CH:6]=2)[CH2:2][CH2:3][CH2:4]1.